This data is from Catalyst prediction with 721,799 reactions and 888 catalyst types from USPTO. The task is: Predict which catalyst facilitates the given reaction. (1) Reactant: [F:1][C:2]1[C:7]([CH3:8])=[CH:6][C:5]([C:9]2[CH:14]=[CH:13][CH:12]=[C:11]([F:15])[CH:10]=2)=[CH:4][C:3]=1[CH2:16][NH:17][C:18]1[C:19]([CH3:33])=[C:20]([CH:29]=[CH:30][C:31]=1[CH3:32])[O:21][CH2:22][C:23]([O:25]C(C)C)=[O:24].[Li+].[OH-]. Product: [F:1][C:2]1[C:7]([CH3:8])=[CH:6][C:5]([C:9]2[CH:14]=[CH:13][CH:12]=[C:11]([F:15])[CH:10]=2)=[CH:4][C:3]=1[CH2:16][NH:17][C:18]1[C:19]([CH3:33])=[C:20]([CH:29]=[CH:30][C:31]=1[CH3:32])[O:21][CH2:22][C:23]([OH:25])=[O:24]. The catalyst class is: 1. (2) Reactant: [Cl:1][C:2]1[CH:3]=[C:4]([CH:12]([C:35]2[NH:39][C:38]([C:40]3[CH:45]=[N:44][CH:43]=[CH:42][N:41]=3)=[CH:37][CH:36]=2)[CH2:13][C@H:14]2[CH2:34][CH2:33][C:16]3(O[C@H](C4C=CC=CC=4)[C@@H](C4C=CC=CC=4)[O:17]3)[CH2:15]2)[CH:5]=[CH:6][C:7]=1[S:8]([CH3:11])(=[O:10])=[O:9].Cl.C(=O)([O-])O.[Na+]. Product: [Cl:1][C:2]1[CH:3]=[C:4]([CH:12]([C:35]2[NH:39][C:38]([C:40]3[CH:45]=[N:44][CH:43]=[CH:42][N:41]=3)=[CH:37][CH:36]=2)[CH2:13][C@H:14]2[CH2:34][CH2:33][C:16](=[O:17])[CH2:15]2)[CH:5]=[CH:6][C:7]=1[S:8]([CH3:11])(=[O:9])=[O:10]. The catalyst class is: 54. (3) Reactant: [CH2:1]([O:3][C:4](=[O:18])[CH2:5][CH2:6][NH:7][C:8](=[O:17])[C:9]1[CH:14]=[CH:13][C:12]([CH:15]=O)=[CH:11][CH:10]=1)[CH3:2].[CH:19]1([C:25]2[CH:31]=[CH:30][C:28]([NH2:29])=[CH:27][CH:26]=2)[CH2:24][CH2:23][CH2:22][CH2:21][CH2:20]1.C(O)(=O)C.C([BH3-])#N.[Na+]. Product: [CH2:1]([O:3][C:4](=[O:18])[CH2:5][CH2:6][NH:7][C:8](=[O:17])[C:9]1[CH:14]=[CH:13][C:12]([CH2:15][NH:29][C:28]2[CH:30]=[CH:31][C:25]([CH:19]3[CH2:24][CH2:23][CH2:22][CH2:21][CH2:20]3)=[CH:26][CH:27]=2)=[CH:11][CH:10]=1)[CH3:2]. The catalyst class is: 8. (4) Reactant: C([O:8][C:9]1[C:10](/[CH:15]=[CH:16]/[C:17]([O:19][CH2:20][CH3:21])=[O:18])=[N:11][CH:12]=[CH:13][CH:14]=1)C1C=CC=CC=1. Product: [OH:8][C:9]1[C:10]([CH2:15][CH2:16][C:17]([O:19][CH2:20][CH3:21])=[O:18])=[N:11][CH:12]=[CH:13][CH:14]=1. The catalyst class is: 19. (5) Reactant: [CH2:1]([N:3]([CH2:7][CH3:8])[CH2:4][CH2:5][NH2:6])[CH3:2].S=[C:10]1[CH2:14][S:13][C:12](=[O:15])[NH:11]1.[CH:16]([C:18]1[C:19]([O:37][CH3:38])=[C:20]([CH:34]=[CH:35][CH:36]=1)[O:21][C:22]1[CH:29]=[CH:28][C:25]([C:26]#[N:27])=[CH:24][C:23]=1[C:30]([F:33])([F:32])[F:31])=O.CC(C)([O-])C.[K+].[Cl-].[NH4+]. Product: [CH2:1]([N:3]([CH2:7][CH3:8])[CH2:4][CH2:5][NH:6][C:10]1=[N:11][C:12](=[O:15])[S:13]/[C:14]/1=[CH:16]\[C:18]1[C:19]([O:37][CH3:38])=[C:20]([CH:34]=[CH:35][CH:36]=1)[O:21][C:22]1[CH:29]=[CH:28][C:25]([C:26]#[N:27])=[CH:24][C:23]=1[C:30]([F:31])([F:32])[F:33])[CH3:2]. The catalyst class is: 8. (6) Reactant: C[Si]([N-][Si](C)(C)C)(C)C.[Li+].[Br:11][C:12]1[CH:20]=[C:19]2[C:15]([CH2:16][C:17](=[O:21])[NH:18]2)=[CH:14][CH:13]=1.Cl[CH2:23][CH2:24][N:25]([CH2:33][CH2:34]Cl)[C:26](=[O:32])[O:27][C:28]([CH3:31])([CH3:30])[CH3:29].Cl. Product: [Br:11][C:12]1[CH:20]=[C:19]2[NH:18][C:17](=[O:21])[C:16]3([CH2:34][CH2:33][N:25]([C:26]([O:27][C:28]([CH3:30])([CH3:29])[CH3:31])=[O:32])[CH2:24][CH2:23]3)[C:15]2=[CH:14][CH:13]=1. The catalyst class is: 7. (7) Reactant: [CH3:1][C:2]([CH3:19])([CH3:18])[CH2:3][CH:4]([C:6]1[CH:10]=[C:9]([C:11]2[CH:16]=[CH:15][CH:14]=[CH:13][CH:12]=2)[O:8][C:7]=1[CH3:17])O.S(Cl)([Cl:22])=O. Product: [Cl:22][CH:4]([C:6]1[CH:10]=[C:9]([C:11]2[CH:16]=[CH:15][CH:14]=[CH:13][CH:12]=2)[O:8][C:7]=1[CH3:17])[CH2:3][C:2]([CH3:19])([CH3:18])[CH3:1]. The catalyst class is: 11. (8) Reactant: Br[CH:2]([CH3:8])[C:3](=O)[C:4](=[O:6])[CH3:5].[NH2:9][C:10]([NH2:12])=[S:11]. Product: [NH2:12][C:10]1[S:11][C:2]([CH3:8])=[C:3]([C:4](=[O:6])[CH3:5])[N:9]=1. The catalyst class is: 8. (9) Reactant: C[O:2][C:3]([C:5]1[S:6][C:7]([C:10]2([CH2:15][O:16][C:17]3[CH:22]=[C:21]([CH3:23])[C:20]([C:24]4[CH:29]=[CH:28][C:27]([C:30]([F:33])([F:32])[F:31])=[CH:26][CH:25]=4)=[C:19]([CH3:34])[CH:18]=3)[CH2:14][CH:13]=[CH:12][CH2:11]2)=[CH:8][CH:9]=1)=[O:4].[Li+].[OH-].Cl. Product: [CH3:34][C:19]1[CH:18]=[C:17]([O:16][CH2:15][C:10]2([C:7]3[S:6][C:5]([C:3]([OH:4])=[O:2])=[CH:9][CH:8]=3)[CH2:11][CH:12]=[CH:13][CH2:14]2)[CH:22]=[C:21]([CH3:23])[C:20]=1[C:24]1[CH:25]=[CH:26][C:27]([C:30]([F:33])([F:32])[F:31])=[CH:28][CH:29]=1. The catalyst class is: 1.